From a dataset of Reaction yield outcomes from USPTO patents with 853,638 reactions. Predict the reaction yield, written as a fraction of the theoretical maximum amount of product (1.0 means a 100% yield; for example, 0.34 means a 34% yield). (1) The reactants are [NH2:1][C:2]1[N:7]2[N:8]=[C:9]([C:11]([CH3:14])([CH3:13])[CH3:12])[CH:10]=[C:6]2[N:5]=[CH:4][C:3]=1[CH:15]=O.[C:17]1([CH2:23][C:24](OC)=[O:25])[CH:22]=[CH:21][CH:20]=[CH:19][CH:18]=1.CC([O-])(C)C.[Na+].CN(C=O)C. The catalyst is C1(C)C=CC=CC=1. The product is [C:11]([C:9]1[CH:10]=[C:6]2[N:5]=[CH:4][C:3]3[CH:15]=[C:23]([C:17]4[CH:22]=[CH:21][CH:20]=[CH:19][CH:18]=4)[C:24](=[O:25])[NH:1][C:2]=3[N:7]2[N:8]=1)([CH3:12])([CH3:13])[CH3:14]. The yield is 0.460. (2) The reactants are [OH:1][CH2:2][C:3]([NH:14]C(=O)OC(C)(C)C)([CH2:12][OH:13])[C:4](=[O:11])[C:5]1[CH:10]=[CH:9][CH:8]=[CH:7][CH:6]=1.[ClH:22].O1CCOCC1. No catalyst specified. The product is [Cl-:22].[OH:13][CH2:12][C:3]([CH2:2][OH:1])([NH3+:14])[C:4](=[O:11])[C:5]1[CH:10]=[CH:9][CH:8]=[CH:7][CH:6]=1. The yield is 0.830. (3) The reactants are [C:1]([C:5]1[CH:23]=[C:8]2[N:9]=[C:10]([CH3:22])[C:11]([CH:14]([CH2:19][CH2:20][CH3:21])[C:15]([O:17][CH3:18])=[O:16])=[C:12](Cl)[N:7]2[N:6]=1)([CH3:4])([CH3:3])[CH3:2].C(N([CH:30]([CH3:32])[CH3:31])CC)(C)C. The catalyst is COCCOC.O. The product is [C:1]([C:5]1[CH:23]=[C:8]2[N:9]=[C:10]([CH3:22])[C:11]([CH:14]([CH2:19][CH2:20][CH3:21])[C:15]([O:17][CH3:18])=[O:16])=[C:12]([C:10]3[CH:11]=[CH:14][C:15]4[O:17][CH2:18][CH2:32][C:30]=4[CH:31]=3)[N:7]2[N:6]=1)([CH3:4])([CH3:3])[CH3:2]. The yield is 0.790. (4) The product is [C:2]1([C:23]2[CH:28]=[CH:27][CH:26]=[CH:25][CH:24]=2)[CH:22]=[CH:21][CH:20]=[C:4]([O:5][CH2:6][CH:7]([OH:19])[CH2:8][N:9]2[CH2:18][CH2:17][C:16]3[C:11](=[CH:12][CH:13]=[CH:14][CH:15]=3)[CH2:10]2)[CH:3]=1. The catalyst is O1CCOCC1.O.C1C=CC(P(C2C=CC=CC=2)[C-]2C=CC=C2)=CC=1.C1C=CC(P(C2C=CC=CC=2)[C-]2C=CC=C2)=CC=1.Cl[Pd]Cl.[Fe+2]. The yield is 0.300. The reactants are Br[C:2]1[CH:3]=[C:4]([CH:20]=[CH:21][CH:22]=1)[O:5][CH2:6][CH:7]([OH:19])[CH2:8][N:9]1[CH2:18][CH2:17][C:16]2[C:11](=[CH:12][CH:13]=[CH:14][CH:15]=2)[CH2:10]1.[C:23]1(B(O)O)[CH:28]=[CH:27][CH:26]=[CH:25][CH:24]=1.C([O-])([O-])=O.[K+].[K+].